From a dataset of Catalyst prediction with 721,799 reactions and 888 catalyst types from USPTO. Predict which catalyst facilitates the given reaction. (1) Product: [CH2:35]([N:17]([CH:18]1[C:27]2[C:22](=[CH:23][CH:24]=[CH:25][CH:26]=2)[O:21][CH2:20][CH:19]1[CH2:28][C:29]1[CH:30]=[CH:31][CH:32]=[CH:33][CH:34]=1)[C:16]([CH2:15][NH:14][C:12](=[O:13])[NH:11][C:7]1[CH:6]=[C:5]([CH:10]=[CH:9][CH:8]=1)[C:4]([OH:43])=[O:3])=[O:42])[C:36]1[CH:41]=[CH:40][CH:39]=[CH:38][CH:37]=1. Reactant: C([O:3][C:4](=[O:43])[C:5]1[CH:10]=[CH:9][CH:8]=[C:7]([NH:11][C:12]([NH:14][CH2:15][C:16](=[O:42])[N:17]([CH2:35][C:36]2[CH:41]=[CH:40][CH:39]=[CH:38][CH:37]=2)[CH:18]2[C:27]3[C:22](=[CH:23][CH:24]=[CH:25][CH:26]=3)[O:21][CH2:20][CH:19]2[CH2:28][C:29]2[CH:34]=[CH:33][CH:32]=[CH:31][CH:30]=2)=[O:13])[CH:6]=1)C.[OH-].[Li+]. The catalyst class is: 5. (2) Reactant: [Br:1][C:2]1[CH:14]=[CH:13][C:5]([O:6][CH:7]([CH3:12])[C:8](OC)=[O:9])=[CH:4][CH:3]=1.[NH3:15].O1CCCC1. Product: [Br:1][C:2]1[CH:14]=[CH:13][C:5]([O:6][CH:7]([CH3:12])[C:8]([NH2:15])=[O:9])=[CH:4][CH:3]=1. The catalyst class is: 5. (3) Reactant: [CH3:1][O:2][C:3]1[CH:4]=[C:5]([CH:29]=[C:30]([O:33][CH3:34])[C:31]=1[CH3:32])[C:6]([NH:8][CH2:9][C:10]1[CH:15]=[CH:14][C:13]([C:16]2[N:20]=[C:19]([CH3:21])[O:18][N:17]=2)=[CH:12][C:11]=1[NH:22][C:23](=O)[C:24](F)(F)F)=[O:7].C(Br)[C:36]1[CH:41]=[CH:40]C=[CH:38][CH:37]=1.C(=O)([O-])[O-].[K+].[K+]. Product: [CH2:23]([NH:22][C:11]1[CH:12]=[C:13]([C:16]2[N:20]=[C:19]([CH3:21])[O:18][N:17]=2)[CH:14]=[CH:15][C:10]=1[CH2:9][NH:8][C:6](=[O:7])[C:5]1[CH:4]=[C:3]([O:2][CH3:1])[C:31]([CH3:32])=[C:30]([O:33][CH3:34])[CH:29]=1)[C:24]1[CH:40]=[CH:41][CH:36]=[CH:37][CH:38]=1. The catalyst class is: 39. (4) Reactant: [O:1]1[CH2:6][CH2:5][N:4]([C:7]2[N:12]=[C:11]([Cl:13])[CH:10]=[C:9](Cl)[N:8]=2)[CH2:3][CH2:2]1.C(N(CC)CC)C.[NH:22]1[CH2:27][CH2:26][O:25][CH2:24][CH2:23]1.CCOC(C)=O. Product: [O:1]1[CH2:2][CH2:3][N:4]([C:7]2[N:8]=[C:9]([N:22]3[CH2:27][CH2:26][O:25][CH2:24][CH2:23]3)[CH:10]=[C:11]([Cl:13])[N:12]=2)[CH2:5][CH2:6]1. The catalyst class is: 37. (5) Reactant: C(OC([N:8]1[CH2:13][CH2:12][N:11]([C:14]2[C:30]([C:31](=[O:42])[NH:32][C:33]3[CH:41]=[CH:40][C:36]4[N:37]=[CH:38][S:39][C:35]=4[CH:34]=3)=[CH:29][C:17]3[N:18]=[C:19]([NH:21][C:22]4[C:27]([CH3:28])=[CH:26][CH:25]=[CH:24][N:23]=4)[NH:20][C:16]=3[CH:15]=2)[CH2:10][CH2:9]1)=O)(C)(C)C.Cl. Product: [S:39]1[C:35]2[CH:34]=[C:33]([NH:32][C:31]([C:30]3[C:14]([N:11]4[CH2:10][CH2:9][NH:8][CH2:13][CH2:12]4)=[CH:15][C:16]4[NH:20][C:19]([NH:21][C:22]5[C:27]([CH3:28])=[CH:26][CH:25]=[CH:24][N:23]=5)=[N:18][C:17]=4[CH:29]=3)=[O:42])[CH:41]=[CH:40][C:36]=2[N:37]=[CH:38]1. The catalyst class is: 12. (6) Reactant: [C:1]([N:3]=[C:4]([N:26]1[CH2:31][CH2:30][N:29]([C:32]2[CH:37]=[N:36][C:35]([C:38]([O:40]C)=[O:39])=[CH:34][N:33]=2)[CH2:28][CH:27]1[CH:42]([CH3:44])[CH3:43])[NH:5][C:6]1[CH:15]=[CH:14][CH:13]=[C:12]2[C:7]=1[CH2:8][CH2:9][N:10]([C:16]([O:18][CH2:19][C:20]1[CH:25]=[CH:24][CH:23]=[CH:22][CH:21]=1)=[O:17])[CH2:11]2)#[N:2].[OH-].[Li+:46]. Product: [CH2:19]([O:18][C:16]([N:10]1[CH2:9][CH2:8][C:7]2[C:12](=[CH:13][CH:14]=[CH:15][C:6]=2[NH:5][C:4]([N:26]2[CH2:31][CH2:30][N:29]([C:32]3[N:33]=[CH:34][C:35]([C:38]([O-:40])=[O:39])=[N:36][CH:37]=3)[CH2:28][CH:27]2[CH:42]([CH3:44])[CH3:43])=[N:3][C:1]#[N:2])[CH2:11]1)=[O:17])[C:20]1[CH:21]=[CH:22][CH:23]=[CH:24][CH:25]=1.[Li+:46]. The catalyst class is: 38. (7) Reactant: C1(S([N:10]2[C:18]3[C:13](=[C:14]([N+:21]([O-:23])=[O:22])[CH:15]=[CH:16][C:17]=3[O:19][CH3:20])[CH:12]=[CH:11]2)(=O)=O)C=CC=CC=1.[OH-].[Na+]. Product: [CH3:20][O:19][C:17]1[CH:16]=[CH:15][C:14]([N+:21]([O-:23])=[O:22])=[C:13]2[C:18]=1[NH:10][CH:11]=[CH:12]2. The catalyst class is: 24. (8) Reactant: C([O:4][C@@H:5]1[C@@H:10]([O:11]C(=O)C)[C@H:9]([O:15]C(=O)C)[C@@H:8]([S:19][CH3:20])[O:7][C@H:6]1[C:21]1[CH:26]=[CH:25][C:24]([CH3:27])=[C:23]([CH2:28][C:29]2[CH:34]=[CH:33][C:32]([CH2:35][CH2:36][CH2:37][C:38]([O:40]C)=[O:39])=[CH:31][CH:30]=2)[CH:22]=1)(=O)C.[OH-].[Li+].OS([O-])(=O)=O.[Na+]. Product: [CH3:27][C:24]1[CH:25]=[CH:26][C:21]([C@H:6]2[C@H:5]([OH:4])[C@@H:10]([OH:11])[C@H:9]([OH:15])[C@@H:8]([S:19][CH3:20])[O:7]2)=[CH:22][C:23]=1[CH2:28][C:29]1[CH:30]=[CH:31][C:32]([CH2:35][CH2:36][CH2:37][C:38]([OH:40])=[O:39])=[CH:33][CH:34]=1. The catalyst class is: 200. (9) Reactant: C([O:3][C:4](=[O:32])[CH2:5][S:6][CH2:7][CH:8]1[CH2:13][CH2:12][C:11]([S:22]([C:25]2[CH:30]=[CH:29][C:28]([Cl:31])=[CH:27][CH:26]=2)(=[O:24])=[O:23])([C:14]2[CH:19]=[C:18]([F:20])[CH:17]=[CH:16][C:15]=2[F:21])[CH2:10][CH2:9]1)C.[OH-].[Li+].Cl. Product: [Cl:31][C:28]1[CH:29]=[CH:30][C:25]([S:22]([C:11]2([C:14]3[CH:19]=[C:18]([F:20])[CH:17]=[CH:16][C:15]=3[F:21])[CH2:10][CH2:9][CH:8]([CH2:7][S:6][CH2:5][C:4]([OH:32])=[O:3])[CH2:13][CH2:12]2)(=[O:24])=[O:23])=[CH:26][CH:27]=1. The catalyst class is: 24. (10) The catalyst class is: 11. Reactant: Br[C:2]1[C:3]([NH2:9])=[N:4][CH:5]=[C:6](Br)[N:7]=1.[O:10]([C:17]1[CH:22]=[CH:21][C:20](B(O)O)=[CH:19][CH:18]=1)[C:11]1[CH:16]=[CH:15][CH:14]=[CH:13][CH:12]=1.[C:26]([O-:29])([O-])=O.[Na+].[Na+]. Product: [O:10]([C:17]1[CH:22]=[CH:21][C:20]([C:2]2[C:3]([NH2:9])=[N:4][CH:5]=[C:6]([C:11]3[CH:16]=[CH:15][C:14]([O:29][C:26]4[CH:21]=[CH:22][CH:17]=[CH:18][CH:19]=4)=[CH:13][CH:12]=3)[N:7]=2)=[CH:19][CH:18]=1)[C:11]1[CH:16]=[CH:15][CH:14]=[CH:13][CH:12]=1.